Dataset: Full USPTO retrosynthesis dataset with 1.9M reactions from patents (1976-2016). Task: Predict the reactants needed to synthesize the given product. (1) Given the product [CH2:1]([O:5][CH2:6][CH2:7][O:8][C:9]1[CH:10]=[CH:11][C:12]([C:15]2[CH:16]=[CH:17][C:18]3[N:24]([CH2:25][CH:26]([CH3:27])[CH3:28])[CH2:23][CH2:22][C:21]([C:29]([NH:31][C:32]4[CH:33]=[CH:34][C:35]([S:38]([CH2:39][C:40]5[N:41]([CH:45]([CH2:47][CH3:48])[CH3:46])[CH:42]=[CH:43][N:44]=5)=[O:58])=[CH:36][CH:37]=4)=[O:30])=[CH:20][C:19]=3[CH:49]=2)=[CH:13][CH:14]=1)[CH2:2][CH2:3][CH3:4], predict the reactants needed to synthesize it. The reactants are: [CH2:1]([O:5][CH2:6][CH2:7][O:8][C:9]1[CH:14]=[CH:13][C:12]([C:15]2[CH:16]=[CH:17][C:18]3[N:24]([CH2:25][CH:26]([CH3:28])[CH3:27])[CH2:23][CH2:22][C:21]([C:29]([NH:31][C:32]4[CH:37]=[CH:36][C:35]([S:38][CH2:39][C:40]5[N:41]([CH:45]([CH2:47][CH3:48])[CH3:46])[CH:42]=[CH:43][N:44]=5)=[CH:34][CH:33]=4)=[O:30])=[CH:20][C:19]=3[CH:49]=2)=[CH:11][CH:10]=1)[CH2:2][CH2:3][CH3:4].ClC1C=CC=C(C(OO)=[O:58])C=1.S([O-])([O-])(=O)=S.[Na+].[Na+]. (2) Given the product [Cl:42][C:36]1[CH:37]=[C:38]([Cl:41])[CH:39]=[CH:40][C:35]=1[S:32]([NH:31][CH2:30][C@H:24]1[O:25][C:26]([CH3:28])([CH3:29])[O:27][C@@H:23]1[CH2:22][NH:21][C:18]([C@@H:13]([NH:12][C:10]([C:2]1[S:1][C:5]2[CH:6]=[CH:7][CH:8]=[CH:9][C:4]=2[CH:3]=1)=[O:11])[CH2:14][CH:15]([CH3:16])[CH3:17])=[O:20])(=[O:34])=[O:33], predict the reactants needed to synthesize it. The reactants are: [S:1]1[C:5]2[CH:6]=[CH:7][CH:8]=[CH:9][C:4]=2[CH:3]=[C:2]1[C:10]([NH:12][C@H:13]([C:18]([OH:20])=O)[CH2:14][CH:15]([CH3:17])[CH3:16])=[O:11].[NH2:21][CH2:22][C@H:23]1[O:27][C:26]([CH3:29])([CH3:28])[O:25][C@@H:24]1[CH2:30][NH:31][S:32]([C:35]1[CH:40]=[CH:39][C:38]([Cl:41])=[CH:37][C:36]=1[Cl:42])(=[O:34])=[O:33].CN1CCOCC1.CCN=C=NCCCN(C)C.Cl. (3) Given the product [C:1]([O:5][C:6]([N:8]1[CH2:13][CH2:12][N:11]2[C:14]([CH2:18][O:19][CH3:20])=[N:15][C:16]([Cl:34])=[C:10]2[CH:9]1[CH2:21][CH2:22][C:23]1[CH:28]=[CH:27][C:26]([C:29]([F:32])([F:31])[F:30])=[CH:25][CH:24]=1)=[O:7])([CH3:4])([CH3:3])[CH3:2], predict the reactants needed to synthesize it. The reactants are: [C:1]([O:5][C:6]([N:8]1[CH2:13][CH2:12][N:11]2[C:14]([CH2:18][O:19][CH3:20])=[N:15][C:16](I)=[C:10]2[CH:9]1[CH2:21][CH2:22][C:23]1[CH:28]=[CH:27][C:26]([C:29]([F:32])([F:31])[F:30])=[CH:25][CH:24]=1)=[O:7])([CH3:4])([CH3:3])[CH3:2].C(Cl)[Cl:34].CO. (4) Given the product [Br:1][C:2]1[CH:11]=[C:10]2[C:5]([CH:6]=[C:7]([Cl:18])[N:8]=[C:9]2[Cl:12])=[CH:4][CH:3]=1, predict the reactants needed to synthesize it. The reactants are: [Br:1][C:2]1[CH:11]=[C:10]2[C:5]([CH:6]=[CH:7][N+:8]([O-])=[C:9]2[Cl:12])=[CH:4][CH:3]=1.[OH-].[Na+].O=P(Cl)(Cl)[Cl:18].